From a dataset of Catalyst prediction with 721,799 reactions and 888 catalyst types from USPTO. Predict which catalyst facilitates the given reaction. (1) Reactant: [O:1]1[C:10]2[C:5](=[CH:6][CH:7]=[C:8]([C:11]([O:13]C)=[O:12])[CH:9]=2)[CH2:4][CH2:3][CH2:2]1.[OH-].[Na+]. Product: [O:1]1[C:10]2[C:5](=[CH:6][CH:7]=[C:8]([C:11]([OH:13])=[O:12])[CH:9]=2)[CH2:4][CH2:3][CH2:2]1. The catalyst class is: 5. (2) Reactant: F[C:2]1[CH:7]=[CH:6][C:5]([N+:8]([O-:10])=[O:9])=[CH:4][CH:3]=1.C([O-])([O-])=O.[K+].[K+].[CH3:17][C@H:18]1[CH2:23][NH:22][CH2:21][CH2:20][N:19]1[C:24]([O:26][C:27]([CH3:30])([CH3:29])[CH3:28])=[O:25]. Product: [CH3:17][C@H:18]1[CH2:23][N:22]([C:2]2[CH:7]=[CH:6][C:5]([N+:8]([O-:10])=[O:9])=[CH:4][CH:3]=2)[CH2:21][CH2:20][N:19]1[C:24]([O:26][C:27]([CH3:28])([CH3:30])[CH3:29])=[O:25]. The catalyst class is: 3. (3) Reactant: [CH3:1][O-:2].[Na+].[Br:4][C:5]1[CH:10]=[CH:9][CH:8]=[C:7](Br)[N:6]=1. Product: [Br:4][C:5]1[CH:10]=[CH:9][CH:8]=[C:7]([O:2][CH3:1])[N:6]=1. The catalyst class is: 11. (4) The catalyst class is: 9. Reactant: [Br:1][C:2]1[CH:7]=[CH:6][C:5]([C:8]([OH:10])=O)=[CH:4][CH:3]=1.ON1C2C=CC=CC=2N=N1.Cl.C(N=C=NCCCN(C)C)C.[CH3:33][N:34]([CH3:38])[CH2:35][CH2:36][NH2:37].C(=O)([O-])O.[Na+]. Product: [Br:1][C:2]1[CH:3]=[CH:4][C:5]([C:8]([NH:37][CH2:36][CH2:35][N:34]([CH3:38])[CH3:33])=[O:10])=[CH:6][CH:7]=1. (5) Reactant: C(OC([N:8]1[C:17]2[C:12](=[CH:13][CH:14]=[C:15]([O:18][CH3:19])[CH:16]=2)[CH2:11][CH2:10][CH2:9]1)=O)(C)(C)C.FC(F)(F)C(O)=O.C(=O)([O-])[O-].[Na+].[Na+]. Product: [CH3:19][O:18][C:15]1[CH:16]=[C:17]2[C:12]([CH2:11][CH2:10][CH2:9][NH:8]2)=[CH:13][CH:14]=1. The catalyst class is: 4.